This data is from Full USPTO retrosynthesis dataset with 1.9M reactions from patents (1976-2016). The task is: Predict the reactants needed to synthesize the given product. (1) Given the product [CH3:1][C:2]1[CH:7]=[CH:6][C:5]([C:8]2[O:9][C:10]([CH3:13])=[N:11][N:12]=2)=[CH:4][C:3]=1[C:14]1[CH:15]=[CH:16][C:17]([C:20]([N:22]([CH3:35])[CH2:23][C:24]2[C:33]3[C:28](=[CH:29][CH:30]=[CH:31][CH:32]=3)[CH:27]=[CH:26][CH:25]=2)=[O:21])=[CH:18][CH:19]=1, predict the reactants needed to synthesize it. The reactants are: [CH3:1][C:2]1[CH:7]=[CH:6][C:5]([C:8]2[O:9][C:10]([CH3:13])=[N:11][N:12]=2)=[CH:4][C:3]=1[C:14]1[CH:19]=[CH:18][C:17]([C:20]([NH:22][CH2:23][C:24]2[C:33]3[C:28](=[CH:29][CH:30]=[CH:31][CH:32]=3)[CH:27]=[CH:26][CH:25]=2)=[O:21])=[CH:16][CH:15]=1.I[CH3:35]. (2) Given the product [OH:2][C:3]1[CH:8]=[CH:7][N:6]2[CH:9]=[C:10]([C:12]([NH:45][CH:46]3[CH2:47][CH2:48][N:49]([C:52]([O:54][C:55]([CH3:58])([CH3:57])[CH3:56])=[O:53])[CH2:50][CH2:51]3)=[O:14])[N:11]=[C:5]2[CH:4]=1, predict the reactants needed to synthesize it. The reactants are: Br.[OH:2][C:3]1[CH:8]=[CH:7][N:6]2[CH:9]=[C:10]([C:12]([OH:14])=O)[N:11]=[C:5]2[CH:4]=1.C(N(CC)CC)C.O.ON1C2C=CC=CC=2N=N1.Cl.CN(C)CCCN=C=NCC.[NH2:45][CH:46]1[CH2:51][CH2:50][N:49]([C:52]([O:54][C:55]([CH3:58])([CH3:57])[CH3:56])=[O:53])[CH2:48][CH2:47]1. (3) Given the product [CH2:33]([O:32][C:30](=[O:31])[CH:29]([N:9]1[CH2:8][CH2:7][C:6]2[C:5]3[C:13](=[CH:14][CH:15]=[C:3]([O:2][CH3:1])[CH:4]=3)[NH:12][C:11]=2[CH:10]1[CH2:16][CH2:17][C:18]1[CH:23]=[CH:22][C:21]([C:24]([F:27])([F:26])[F:25])=[CH:20][CH:19]=1)[C:35]1[CH:40]=[CH:39][CH:38]=[CH:37][CH:36]=1)[CH3:34], predict the reactants needed to synthesize it. The reactants are: [CH3:1][O:2][C:3]1[CH:4]=[C:5]2[C:13](=[CH:14][CH:15]=1)[NH:12][C:11]1[CH:10]([CH2:16][CH2:17][C:18]3[CH:23]=[CH:22][C:21]([C:24]([F:27])([F:26])[F:25])=[CH:20][CH:19]=3)[NH:9][CH2:8][CH2:7][C:6]2=1.Br[CH:29]([C:35]1[CH:40]=[CH:39][CH:38]=[CH:37][CH:36]=1)[C:30]([O:32][CH2:33][CH3:34])=[O:31].C([O-])([O-])=O.[Na+].[Na+]. (4) Given the product [Br:1][C:2]1[C:3]2[N:15]([CH2:16][CH3:17])[C:10]([CH2:11][C:12]#[N:13])=[N:9][C:4]=2[C:5]([Cl:8])=[N:6][CH:7]=1, predict the reactants needed to synthesize it. The reactants are: [Br:1][C:2]1[C:3]([NH:15][CH2:16][CH3:17])=[C:4]([NH:9][C:10](=O)[CH2:11][C:12]#[N:13])[C:5]([Cl:8])=[N:6][CH:7]=1. (5) Given the product [CH2:6]([C@H:5]1[C@@H:12]2[CH2:13][C@H:14]([CH:10]=[CH:11]2)[C@H:4]1[C:3](=[O:9])[CH2:2][CH3:1])[CH2:7][CH3:8], predict the reactants needed to synthesize it. The reactants are: [CH3:1][CH2:2][C:3](=[O:9])[CH:4]=[CH:5][CH2:6][CH2:7][CH3:8].[CH:10]1[CH2:14][CH:13]=[CH:12][CH:11]=1.Cl(O)(=O)(=O)=O.C([C@@H]1N[C@H](C2OC(C)=CC=2)N(C)C1=O)C1C=CC=CC=1. (6) Given the product [C:12]([NH:15][NH:16][C:6](=[O:8])[C:5]1[CH:9]=[CH:10][C:2]([Br:1])=[C:3]([CH3:11])[CH:4]=1)(=[O:14])[CH3:13], predict the reactants needed to synthesize it. The reactants are: [Br:1][C:2]1[CH:10]=[CH:9][C:5]([C:6]([OH:8])=O)=[CH:4][C:3]=1[CH3:11].[C:12]([NH:15][NH2:16])(=[O:14])[CH3:13].CN(C(ON1N=NC2C=CC=NC1=2)=[N+](C)C)C.F[P-](F)(F)(F)(F)F.C(N(CC)CC)C. (7) Given the product [CH2:1]([O:3][C:4]1[CH:9]=[C:8]2[C:7](=[CH:6][CH:5]=1)[NH:16][C:11](=[O:12])[CH2:10]2)[CH3:2], predict the reactants needed to synthesize it. The reactants are: [CH2:1]([O:3][C:4]1[CH:5]=[CH:6][C:7]([N+:16]([O-])=O)=[C:8]([CH2:10][C:11](OCC)=[O:12])[CH:9]=1)[CH3:2]. (8) Given the product [CH3:36][O:35][C:33](=[O:34])[O:14][C:13]1[C:12]2([CH2:19][CH2:18][N:17]([O:20][CH3:21])[CH2:16][CH2:15]2)[NH:11][C:10](=[O:22])[C:9]=1[C:3]1[CH:4]=[C:5]([CH3:8])[CH:6]=[CH:7][C:2]=1[CH3:1], predict the reactants needed to synthesize it. The reactants are: [CH3:1][C:2]1[CH:7]=[CH:6][C:5]([CH3:8])=[CH:4][C:3]=1[C:9]1[C:10](=[O:22])[NH:11][C:12]2([CH2:19][CH2:18][N:17]([O:20][CH3:21])[CH2:16][CH2:15]2)[C:13]=1[OH:14].C(N(C(C)C)C(C)C)C.Cl[C:33]([O:35][CH3:36])=[O:34]. (9) Given the product [CH:1]([C:4]1[CH:23]=[CH:22][C:7]([C:8]([NH:10][NH:11][C:12]2[CH:21]=[CH:20][C:15]([C:16]([O:18][CH3:19])=[O:17])=[CH:14][CH:13]=2)=[S:57])=[CH:6][CH:5]=1)([CH3:3])[CH3:2], predict the reactants needed to synthesize it. The reactants are: [CH:1]([C:4]1[CH:23]=[CH:22][C:7]([C:8]([NH:10][NH:11][C:12]2[CH:21]=[CH:20][C:15]([C:16]([O:18][CH3:19])=[O:17])=[CH:14][CH:13]=2)=O)=[CH:6][CH:5]=1)([CH3:3])[CH3:2].COC(C1C=CC(NN)=CC=1)=O.C(C1C=CC(C(O)=O)=CC=1)(C)C.COC1C=CC(P2(SP(C3C=CC(OC)=CC=3)(=S)S2)=[S:57])=CC=1.[OH-].[Na+]. (10) Given the product [NH2:1][C:4]1[C:5]([CH2:10][C:11]([O:13][CH3:14])=[O:12])=[N:6][CH:7]=[CH:8][CH:9]=1, predict the reactants needed to synthesize it. The reactants are: [N+:1]([C:4]1[C:5]([CH2:10][C:11]([O:13][CH3:14])=[O:12])=[N:6][CH:7]=[CH:8][CH:9]=1)([O-])=O.